Dataset: Full USPTO retrosynthesis dataset with 1.9M reactions from patents (1976-2016). Task: Predict the reactants needed to synthesize the given product. (1) Given the product [C:16]([N:19]1[C:27]2[C:22](=[CH:23][CH:24]=[CH:25][CH:26]=2)[C:21]([CH2:28][CH:14]([NH2:15])[CH2:13][CH2:12][NH:11][C:2]2[CH:3]=[CH:4][C:5]3[C:10](=[CH:9][CH:8]=[CH:7][CH:6]=3)[N:1]=2)=[CH:20]1)(=[O:18])[CH3:17], predict the reactants needed to synthesize it. The reactants are: [N:1]1[C:10]2[C:5](=[CH:6][CH:7]=[CH:8][CH:9]=2)[CH:4]=[CH:3][C:2]=1[NH:11][CH2:12][CH2:13][CH2:14][NH2:15].[C:16]([N:19]1[C:27]2[C:22](=[CH:23][CH:24]=[CH:25][CH:26]=2)[C:21]([CH:28]=O)=[CH:20]1)(=[O:18])[CH3:17]. (2) The reactants are: [H-].[Na+].[CH3:3][O:4][C:5]1[CH:10]=[CH:9][CH:8]=[C:7]([O:11][CH2:12][C:13]2[CH:18]=[CH:17][C:16]([O:19][CH3:20])=[CH:15][CH:14]=2)[C:6]=1[C:21](=[O:23])[CH3:22].[C:24](=S)=[S:25].CI.[CH3:29][S:30]([CH3:32])=O. Given the product [CH3:3][O:4][C:5]1[CH:10]=[CH:9][CH:8]=[C:7]([O:11][CH2:12][C:13]2[CH:14]=[CH:15][C:16]([O:19][CH3:20])=[CH:17][CH:18]=2)[C:6]=1[C:21](=[O:23])[CH:22]=[C:29]([S:25][CH3:24])[S:30][CH3:32], predict the reactants needed to synthesize it. (3) Given the product [CH:7]([C:10]1[CH:11]=[CH:12][C:13]([S:16]([NH:19][C:20]2[CH:34]=[CH:33][C:23]3[NH:24][C:25]([CH2:27][NH:28][CH2:29][CH2:30][CH3:31])=[N:26][C:22]=3[CH:21]=2)(=[O:17])=[O:18])=[CH:14][CH:15]=1)([CH3:8])[CH3:9], predict the reactants needed to synthesize it. The reactants are: [H-].[Al+3].[Li+].[H-].[H-].[H-].[CH:7]([C:10]1[CH:15]=[CH:14][C:13]([S:16]([NH:19][C:20]2[CH:34]=[CH:33][C:23]3[NH:24][C:25]([CH2:27][NH:28][C:29](=O)[CH2:30][CH3:31])=[N:26][C:22]=3[CH:21]=2)(=[O:18])=[O:17])=[CH:12][CH:11]=1)([CH3:9])[CH3:8].O. (4) Given the product [Cl:1][C:2]1[CH:7]=[CH:6][C:5]([C:8]2[N:12]([CH2:13][CH2:14][C:15]([F:18])([F:17])[F:16])[C:11](=[O:19])[N:10]([CH2:20][C:21]([NH:34][CH:32]([C:33]3[CH:28]=[CH:29][CH:30]=[C:25]([Cl:26])[C:24]=3[Cl:27])[CH2:31][NH:36][C:45](=[O:51])[NH:41][CH2:38][CH3:39])=[O:23])[N:9]=2)=[CH:4][CH:3]=1, predict the reactants needed to synthesize it. The reactants are: [Cl:1][C:2]1[CH:7]=[CH:6][C:5]([C:8]2[N:12]([CH2:13][CH2:14][C:15]([F:18])([F:17])[F:16])[C:11](=[O:19])[N:10]([CH2:20][C:21]([OH:23])=O)[N:9]=2)=[CH:4][CH:3]=1.[CH2:24]([Cl:27])[CH2:25][Cl:26].[CH:28]1[CH:29]=[CH:30][C:31]2[N:36](O)N=[N:34][C:32]=2[CH:33]=1.[CH:38]([N:41]([CH2:45]C)C(C)C)(C)[CH3:39].CN(C=[O:51])C. (5) Given the product [Br:11][C:12]1[CH:13]=[N:14][CH:15]=[C:16]([O:10][C:7]2[CH:8]=[CH:9][C:4]([F:3])=[CH:5][CH:6]=2)[CH:17]=1, predict the reactants needed to synthesize it. The reactants are: [H-].[Na+].[F:3][C:4]1[CH:9]=[CH:8][C:7]([OH:10])=[CH:6][CH:5]=1.[Br:11][C:12]1[CH:13]=[N:14][CH:15]=[C:16](Br)[CH:17]=1. (6) Given the product [Cl:1][C:2]1[N:3]=[CH:4][CH:5]=[C:6]2[CH:10]=[C:9]([CH:11]([C:13]3[CH:18]=[CH:17][CH:16]=[CH:15][CH:14]=3)[OH:12])[NH:8][C:7]=12, predict the reactants needed to synthesize it. The reactants are: [Cl:1][C:2]1[N:3]=[CH:4][CH:5]=[C:6]2[CH:10]=[C:9]([CH:11]=[O:12])[NH:8][C:7]=12.[C:13]1([Mg]Br)[CH:18]=[CH:17][CH:16]=[CH:15][CH:14]=1.CCOCC.[NH4+].[Cl-]. (7) Given the product [CH:1]1([C:4]([C:7]2[N:12]=[CH:11][C:10]([O:13][C:14]3[CH:21]=[CH:20][C:17]([C:18]#[N:19])=[CH:16][CH:15]=3)=[CH:9][CH:8]=2)([OH:5])[CH2:6][N:22]2[CH:26]=[N:25][N:24]=[N:23]2)[CH2:3][CH2:2]1, predict the reactants needed to synthesize it. The reactants are: [CH:1]1([C:4]2([C:7]3[N:12]=[CH:11][C:10]([O:13][C:14]4[CH:21]=[CH:20][C:17]([C:18]#[N:19])=[CH:16][CH:15]=4)=[CH:9][CH:8]=3)[CH2:6][O:5]2)[CH2:3][CH2:2]1.[N-:22]1[CH:26]=[N:25][N:24]=[N:23]1.C([NH2+]C(C)C)(C)C. (8) Given the product [Cl:33][C:28]1[C:27]2[C:22](=[CH:23][CH:24]=[CH:25][CH:26]=2)[N:21]=[C:20]([C:15]2[CH:16]=[CH:17][CH:18]=[CH:19][C:14]=2[O:13][CH3:12])[CH:29]=1, predict the reactants needed to synthesize it. The reactants are: C1(C)C=CC(S(O)(=O)=O)=CC=1.[CH3:12][O:13][C:14]1[CH:19]=[CH:18][CH:17]=[CH:16][C:15]=1[C:20]1[CH:29]=[C:28](O)[C:27]2[C:22](=[CH:23][CH:24]=[CH:25][CH:26]=2)[N:21]=1.P(Cl)(Cl)([Cl:33])=O.